Dataset: Full USPTO retrosynthesis dataset with 1.9M reactions from patents (1976-2016). Task: Predict the reactants needed to synthesize the given product. (1) Given the product [C:16]([C:4]1[CH:5]=[CH:6][C:7]([O:8][CH2:9][C:10]2[CH:15]=[CH:14][CH:13]=[CH:12][CH:11]=2)=[C:2]([NH:1][S:25]([C:19]2[CH:24]=[CH:23][CH:22]=[CH:21][CH:20]=2)(=[O:27])=[O:26])[CH:3]=1)(=[O:18])[CH3:17], predict the reactants needed to synthesize it. The reactants are: [NH2:1][C:2]1[CH:3]=[C:4]([C:16](=[O:18])[CH3:17])[CH:5]=[CH:6][C:7]=1[O:8][CH2:9][C:10]1[CH:15]=[CH:14][CH:13]=[CH:12][CH:11]=1.[C:19]1([S:25](Cl)(=[O:27])=[O:26])[CH:24]=[CH:23][CH:22]=[CH:21][CH:20]=1. (2) Given the product [CH2:46]([O:45][CH2:44][CH2:43][O:42][C:39]1[CH:38]=[CH:37][C:36]([CH2:35][CH2:34][Ge:19]([C:10]2[S:9][CH:8]=[CH:12][C:11]=2[CH2:13][CH2:14][CH2:15][CH2:16][CH2:17][CH3:18])([C:20]2[CH:21]=[CH:22][C:23]([CH3:26])=[CH:24][CH:25]=2)[C:27]2[CH:32]=[CH:31][C:30]([CH3:33])=[CH:29][CH:28]=2)=[CH:41][CH:40]=1)[CH3:47], predict the reactants needed to synthesize it. The reactants are: C([Si]([C:8]1[S:9][C:10]([Ge:19]([CH2:34][CH2:35][C:36]2[CH:41]=[CH:40][C:39]([O:42][CH2:43][CH2:44][O:45][CH2:46][CH3:47])=[CH:38][CH:37]=2)([C:27]2[CH:32]=[CH:31][C:30]([CH3:33])=[CH:29][CH:28]=2)[C:20]2[CH:25]=[CH:24][C:23]([CH3:26])=[CH:22][CH:21]=2)=[C:11]([CH2:13][CH2:14][CH2:15][CH2:16][CH2:17][CH3:18])[CH:12]=1)(C)C)(C)(C)C.[F-]. (3) Given the product [C:12]1([CH3:34])[CH:17]=[CH:16][C:15]([N:18]([C:27]2[CH:32]=[CH:31][C:30]([CH3:33])=[CH:29][CH:28]=2)[C:19]2[CH:20]=[C:21](/[CH:22]=[C:6]3\[O:5][C:4]([O:3][CH3:1])([CH3:11])[O:9]/[C:8](=[CH:22]\[C:21]4[CH:24]=[CH:25][CH:26]=[C:19]([N:18]([C:27]5[CH:28]=[CH:29][C:30]([CH3:33])=[CH:31][CH:32]=5)[C:15]5[CH:16]=[CH:17][C:12]([CH3:34])=[CH:13][CH:14]=5)[CH:20]=4)/[C:7]\3=[O:10])[CH:24]=[CH:25][CH:26]=2)=[CH:14][CH:13]=1, predict the reactants needed to synthesize it. The reactants are: [CH2:1]([O:3][C:4]1([CH3:11])[O:9][CH2:8][C:7](=[O:10])[CH2:6][O:5]1)C.[C:12]1([CH3:34])[CH:17]=[CH:16][C:15]([N:18]([C:27]2[CH:32]=[CH:31][C:30]([CH3:33])=[CH:29][CH:28]=2)[C:19]2[CH:20]=[C:21]([CH:24]=[CH:25][CH:26]=2)[CH:22]=O)=[CH:14][CH:13]=1. (4) Given the product [CH3:18][N:19]1[CH2:24][CH2:23][CH2:22][CH:21]([CH2:25][N:26]2[CH2:31][CH2:30][N:29]([C:2]3[N:3]=[N:4][C:5]([C:8]4[CH:13]=[CH:12][C:11]([C:14]([F:17])([F:16])[F:15])=[CH:10][CH:9]=4)=[CH:6][CH:7]=3)[CH2:28][CH2:27]2)[CH2:20]1, predict the reactants needed to synthesize it. The reactants are: Cl[C:2]1[N:3]=[N:4][C:5]([C:8]2[CH:13]=[CH:12][C:11]([C:14]([F:17])([F:16])[F:15])=[CH:10][CH:9]=2)=[CH:6][CH:7]=1.[CH3:18][N:19]1[CH2:24][CH2:23][CH2:22][CH:21]([CH2:25][N:26]2[CH2:31][CH2:30][NH:29][CH2:28][CH2:27]2)[CH2:20]1. (5) The reactants are: [CH:1]([C:3]1[CH:8]=[CH:7][C:6]([CH:9]=[CH:10][CH:11]=[CH:12][C:13]([OH:15])=[O:14])=[CH:5][CH:4]=1)=O.C([NH:20][C:21]1[CH:26]=[CH:25][CH:24]=[CH:23][CH:22]=1)(C)(C)C.C[C@H](NC([C@H]1N(C([C@@H](NC([C@@H](N)[CH2:93][C:94]2[CH:99]=CC(O)=C[CH:95]=2)=O)CC(O)=O)=O)CCC1)=O)C(N1[C@H](C(N2[C@H](C(N3[C@H](C(N4[C@H](C(N5[C@H](C(N6[C@H](C(O)=O)CCC6)=O)CCC5)=O)CCC4)=O)CCC3)=O)CCC2)=O)CCC1)=O.C([BH3-])#N.[Na+]. Given the product [C:94]([C:24]1[CH:23]=[CH:22][C:21]([NH:20][CH2:1][C:3]2[CH:8]=[CH:7][C:6]([CH:9]=[CH:10][CH:11]=[CH:12][C:13]([OH:15])=[O:14])=[CH:5][CH:4]=2)=[CH:26][CH:25]=1)([CH3:99])([CH3:95])[CH3:93], predict the reactants needed to synthesize it.